From a dataset of Reaction yield outcomes from USPTO patents with 853,638 reactions. Predict the reaction yield, written as a fraction of the theoretical maximum amount of product (1.0 means a 100% yield; for example, 0.34 means a 34% yield). (1) The reactants are C[O:2][C:3](=[O:17])[CH:4]([CH2:13][CH:14]([CH3:16])[CH3:15])[CH2:5][C:6]([O:8][C:9]([CH3:12])([CH3:11])[CH3:10])=[O:7].[Cl-].[Li+]. The catalyst is CS(C)=O.O. The product is [C:9]([O:8][C:6](=[O:7])[CH2:5][CH:4]([CH2:13][CH:14]([CH3:15])[CH3:16])[C:3]([OH:17])=[O:2])([CH3:12])([CH3:11])[CH3:10]. The yield is 0.440. (2) The catalyst is N1C=CC=CC=1. The product is [CH3:39][O:38][C:35]1[CH:34]=[CH:33][C:32]([C:16]2[CH:17]=[CH:18][C:19]([C:20]([NH:22][C@H:23]([C:28]([O:30][CH3:31])=[O:29])[CH2:24][CH2:25][CH2:26][CH3:27])=[O:21])=[C:14]([NH:13][C:11]([NH:10][C:3]3[C:2]([CH3:1])=[CH:7][C:6]([CH3:8])=[CH:5][C:4]=3[CH3:9])=[O:12])[CH:15]=2)=[CH:37][CH:36]=1. The yield is 0.790. The reactants are [CH3:1][C:2]1[CH:7]=[C:6]([CH3:8])[CH:5]=[C:4]([CH3:9])[C:3]=1[N:10]=[C:11]=[O:12].[NH2:13][C:14]1[CH:15]=[C:16]([C:32]2[CH:37]=[CH:36][C:35]([O:38][CH3:39])=[CH:34][CH:33]=2)[CH:17]=[CH:18][C:19]=1[C:20]([NH:22][C@H:23]([C:28]([O:30][CH3:31])=[O:29])[CH2:24][CH2:25][CH2:26][CH3:27])=[O:21].CCCCCC.C(OCC)(=O)C. (3) The catalyst is O.C(OCC)(=O)C. The yield is 0.400. The product is [CH2:13]([C:17]1[CH:18]=[CH:19][C:20]([N:23]2[C:28](=[O:29])[C:27]([CH2:30][C:31]3[CH:32]=[CH:33][C:34]([C:37]4[CH:42]=[CH:41][CH:40]=[CH:39][C:38]=4[C:43]4[NH:3][C:4](=[O:7])[O:5][N:44]=4)=[CH:35][CH:36]=3)=[C:26]([CH2:45][CH2:46][CH3:47])[N:25]=[C:24]2[CH3:48])=[CH:21][CH:22]=1)[CH:14]([CH3:16])[CH3:15]. The reactants are [Cl-].O[NH3+:3].[C:4](=[O:7])([O-])[OH:5].[Na+].CS(C)=O.[CH2:13]([C:17]1[CH:22]=[CH:21][C:20]([N:23]2[C:28](=[O:29])[C:27]([CH2:30][C:31]3[CH:36]=[CH:35][C:34]([C:37]4[C:38]([C:43]#[N:44])=[CH:39][CH:40]=[CH:41][CH:42]=4)=[CH:33][CH:32]=3)=[C:26]([CH2:45][CH2:46][CH3:47])[N:25]=[C:24]2[CH3:48])=[CH:19][CH:18]=1)[CH:14]([CH3:16])[CH3:15].